From a dataset of Catalyst prediction with 721,799 reactions and 888 catalyst types from USPTO. Predict which catalyst facilitates the given reaction. (1) Reactant: [C:1]([C:3]1[CH:8]=[CH:7][C:6]([N:9]2[C:21]3[C:20]4[CH:19]=[C:18]([O:22][CH:23]([C:35]5[S:36]C=C[CH:39]=5)CNC(=O)OCC[Si](C)(C)C)[C:17]([O:40][CH3:41])=[CH:16][C:15]=4[N:14]=[CH:13][C:12]=3[N:11]([CH3:42])[C:10]2=[O:43])=[C:5]([F:44])[CH:4]=1)#[N:2].FC1C=C(C=CC=1N1C2C3C=C(O)C(OC)=CC=3N=CC=2N(C)C1=O)[C:49]#[N:50].C1(P(C2C=CC=CC=2)C2C=CC=CC=2)C=CC=CC=1.S1C(CO)=CN=C1.N(C(OC(C)C)=O)=NC(OC(C)C)=O. Product: [F:44][C:5]1[CH:4]=[C:3]([CH:8]=[CH:7][C:6]=1[N:9]1[C:21]2[C:20]3[CH:19]=[C:18]([O:22][CH2:23][C:35]4[S:36][CH:49]=[N:50][CH:39]=4)[C:17]([O:40][CH3:41])=[CH:16][C:15]=3[N:14]=[CH:13][C:12]=2[N:11]([CH3:42])[C:10]1=[O:43])[C:1]#[N:2]. The catalyst class is: 7. (2) Reactant: [Br:1][C:2]1[CH:16]=[CH:15][C:14]([F:17])=[CH:13][C:3]=1[CH2:4]P(=O)(OCC)OCC.[CH:18]([C@H:20]1[CH2:24][CH2:23][CH2:22][N:21]1[C:25]([O:27][C:28]([CH3:31])([CH3:30])[CH3:29])=[O:26])=O.[H-].[Na+]. Product: [Br:1][C:2]1[CH:16]=[CH:15][C:14]([F:17])=[CH:13][C:3]=1/[CH:4]=[CH:18]/[C@H:20]1[CH2:24][CH2:23][CH2:22][N:21]1[C:25]([O:27][C:28]([CH3:29])([CH3:31])[CH3:30])=[O:26]. The catalyst class is: 20. (3) Reactant: CC1C=CC(S(O)(=O)=O)=CC=1.[CH2:12]([N:14](CC)CC)[CH3:13].ClC(Cl)(O[C:23](=[O:29])[O:24][C:25](Cl)(Cl)Cl)Cl.[CH3:31][OH:32]. Product: [CH3:31][O:32][CH2:13][C@H:12]1[CH2:25][O:24][C:23](=[O:29])[NH:14]1. The catalyst class is: 2. (4) Reactant: [C:1]([C:5]1[CH:9]=[C:8]([NH2:10])[N:7]([C:11]2[CH:16]=[CH:15][C:14]([CH3:17])=[CH:13][CH:12]=2)[N:6]=1)([CH3:4])([CH3:3])[CH3:2].[C:18]([O-])(O)=[O:19].[Na+].O=C(Cl)OC(Cl)(Cl)Cl. Product: [C:1]([C:5]1[CH:9]=[C:8]([N:10]=[C:18]=[O:19])[N:7]([C:11]2[CH:12]=[CH:13][C:14]([CH3:17])=[CH:15][CH:16]=2)[N:6]=1)([CH3:4])([CH3:3])[CH3:2]. The catalyst class is: 2. (5) Reactant: [F:1][C:2]([F:21])([F:20])[O:3][C:4]1[CH:9]=[CH:8][C:7]([C:10]2[CH:11]=[C:12]([C:16]([O:18][CH3:19])=[O:17])[CH:13]=[N:14][CH:15]=2)=[CH:6][CH:5]=1.[H][H]. Product: [F:21][C:2]([F:1])([F:20])[O:3][C:4]1[CH:9]=[CH:8][C:7]([CH:10]2[CH2:15][NH:14][CH2:13][CH:12]([C:16]([O:18][CH3:19])=[O:17])[CH2:11]2)=[CH:6][CH:5]=1. The catalyst class is: 29.